Dataset: Full USPTO retrosynthesis dataset with 1.9M reactions from patents (1976-2016). Task: Predict the reactants needed to synthesize the given product. (1) Given the product [O:11]=[CH:10][C@@H:9]([C@H:15]([C@@H:14]([C@@H:13]([CH2:32][OH:33])[OH:12])[OH:24])[OH:16])[OH:8], predict the reactants needed to synthesize it. The reactants are: C([O:8][C@@H:9]1[C@@H:15]([O:16]CC2C=CC=CC=2)[C@H:14]([O:24]CC2C=CC=CC=2)[C@@H:13]([CH2:32][O:33]CC2C=CC=CC=2)[O:12][C@H:10]1[OH:11])C1C=CC=CC=1.ClC(Cl)(Cl)C#N.C([O-])([O-])=O.[K+].[K+].ClC(Cl)(Cl)C(=N)[O-]. (2) The reactants are: [NH2:1][C:2]1[CH:3]=[C:4]([Cl:22])[CH:5]=[C:6]2[C:14]=1[NH:13][C:12]1[CH:11]=[N:10][CH:9]=[C:8]([NH:15][C:16](=[O:21])[C:17]([F:20])([F:19])[F:18])[C:7]2=1.[CH3:23][C:24]1[N:32]=[CH:31][CH:30]=[CH:29][C:25]=1[C:26](O)=[O:27].CCN=C=NCCCN(C)C. Given the product [Cl:22][C:4]1[CH:5]=[C:6]2[C:14](=[C:2]([NH:1][C:26](=[O:27])[C:25]3[CH:29]=[CH:30][CH:31]=[N:32][C:24]=3[CH3:23])[CH:3]=1)[NH:13][C:12]1[CH:11]=[N:10][CH:9]=[C:8]([NH:15][C:16](=[O:21])[C:17]([F:20])([F:19])[F:18])[C:7]2=1, predict the reactants needed to synthesize it. (3) Given the product [ClH:41].[C:1]([C:3]1[CH:8]=[CH:7][CH:6]=[CH:5][C:4]=1[S:9]([N:12]1[CH:13]=[C:14]([CH2:25][NH:26][CH3:27])[CH:15]=[C:16]1[C:17]1[C:18]([C:23]#[N:24])=[N:19][CH:20]=[CH:21][CH:22]=1)(=[O:11])=[O:10])#[N:2], predict the reactants needed to synthesize it. The reactants are: [C:1]([C:3]1[CH:8]=[CH:7][CH:6]=[CH:5][C:4]=1[S:9]([N:12]1[C:16]([C:17]2[C:18]([C:23]#[N:24])=[N:19][CH:20]=[CH:21][CH:22]=2)=[CH:15][C:14]([CH2:25][N:26](C)[C:27](=O)OC(C)(C)C)=[CH:13]1)(=[O:11])=[O:10])#[N:2].C(OCC)(=O)C.[ClH:41]. (4) Given the product [C:1]([O:5][C:6]([N:8]1[CH2:11][CH:10]([CH2:12][N:13]([CH3:14])[CH:17]2[CH2:16][O:15][CH2:18]2)[CH2:9]1)=[O:7])([CH3:4])([CH3:3])[CH3:2], predict the reactants needed to synthesize it. The reactants are: [C:1]([O:5][C:6]([N:8]1[CH2:11][CH:10]([CH2:12][NH:13][CH3:14])[CH2:9]1)=[O:7])([CH3:4])([CH3:3])[CH3:2].[O:15]1[CH2:18][C:17](=O)[CH2:16]1.C(O[BH-](OC(=O)C)OC(=O)C)(=O)C.[Na+]. (5) Given the product [CH2:21]([C@@H:28]1[CH2:32][O:31][C:30](=[O:33])[N:29]1[C:12]([CH:8]1[CH2:9][C:10](=[O:11])[N:6]([CH2:5][C:4]2[CH:15]=[CH:16][C:17]([O:19][CH3:20])=[CH:18][C:3]=2[O:2][CH3:1])[CH2:7]1)=[O:14])[C:22]1[CH:23]=[CH:24][CH:25]=[CH:26][CH:27]=1, predict the reactants needed to synthesize it. The reactants are: [CH3:1][O:2][C:3]1[CH:18]=[C:17]([O:19][CH3:20])[CH:16]=[CH:15][C:4]=1[CH2:5][N:6]1[C:10](=[O:11])[CH2:9][CH:8]([C:12]([OH:14])=O)[CH2:7]1.[CH2:21]([C@@H:28]1[CH2:32][O:31][C:30](=[O:33])[NH:29]1)[C:22]1[CH:27]=[CH:26][CH:25]=[CH:24][CH:23]=1.CCN=C=NCCCN(C)C.Cl.